Dataset: Forward reaction prediction with 1.9M reactions from USPTO patents (1976-2016). Task: Predict the product of the given reaction. (1) Given the reactants [OH-].[Na+].C([O:5][C:6](=[O:38])[C:7]([CH3:37])([CH3:36])[NH:8][C:9](=[O:35])[C:10]1[CH:15]=[CH:14][CH:13]=[C:12]([C:16]2[C:25]3[C:20](=[CH:21][C:22]([O:31][CH3:32])=[C:23]4[O:28][C:27]([CH3:30])([CH3:29])[CH2:26][C:24]4=3)[CH2:19][C:18]([CH3:34])([CH3:33])[N:17]=2)[CH:11]=1)C.[ClH:39], predict the reaction product. The product is: [ClH:39].[CH3:37][C:7]([C:6]([OH:38])=[O:5])([CH3:36])[NH:8][C:9](=[O:35])[C:10]1[CH:15]=[CH:14][CH:13]=[C:12]([C:16]2[C:25]3[C:20](=[CH:21][C:22]([O:31][CH3:32])=[C:23]4[O:28][C:27]([CH3:29])([CH3:30])[CH2:26][C:24]4=3)[CH2:19][C:18]([CH3:33])([CH3:34])[N:17]=2)[CH:11]=1. (2) Given the reactants [NH2:1][C:2]1[CH:3]=[CH:4][C:5]([OH:20])=[N:6][C:7]=1[NH:8][C:9]1[CH:14]=[CH:13][CH:12]=[CH:11][C:10]=1[O:15][C:16]([F:19])([F:18])[F:17].[CH:21]1([CH:24]=O)[CH2:23][CH2:22]1, predict the reaction product. The product is: [CH:21]1([C:24]2[N:8]([C:9]3[CH:14]=[CH:13][CH:12]=[CH:11][C:10]=3[O:15][C:16]([F:19])([F:17])[F:18])[C:7]3=[N:6][C:5]([OH:20])=[CH:4][CH:3]=[C:2]3[N:1]=2)[CH2:23][CH2:22]1.